This data is from Full USPTO retrosynthesis dataset with 1.9M reactions from patents (1976-2016). The task is: Predict the reactants needed to synthesize the given product. Given the product [CH3:16][O:17][C:18](=[O:31])[CH:19]([C:24]1[CH:29]=[CH:28][C:27](/[CH:48]=[CH:47]/[C:46](=[O:49])[NH:45][C:40]2[CH:41]=[CH:42][CH:43]=[CH:44][C:39]=2[NH:38][C:37]([O:36][C:32]([CH3:35])([CH3:34])[CH3:33])=[O:50])=[CH:26][CH:25]=1)[CH2:20][CH2:21][CH2:22][Cl:23], predict the reactants needed to synthesize it. The reactants are: BrC1C=CC(C(CCCCl)C(O)=O)=CC=1.[CH3:16][O:17][C:18](=[O:31])[CH:19]([C:24]1[CH:29]=[CH:28][C:27](Br)=[CH:26][CH:25]=1)[CH2:20][CH2:21][CH2:22][Cl:23].[C:32]([O:36][C:37](=[O:50])[NH:38][C:39]1[CH:44]=[CH:43][CH:42]=[CH:41][C:40]=1[NH:45][C:46](=[O:49])[CH:47]=[CH2:48])([CH3:35])([CH3:34])[CH3:33].